From a dataset of Catalyst prediction with 721,799 reactions and 888 catalyst types from USPTO. Predict which catalyst facilitates the given reaction. (1) Reactant: [CH2:1]([NH2:7])[C:2]1[O:6][CH:5]=[CH:4][CH:3]=1.[CH:8]1([S:14](Cl)(=[O:16])=[O:15])[CH2:13][CH2:12][CH2:11][CH2:10][CH2:9]1. Product: [O:6]1[CH:5]=[CH:4][CH:3]=[C:2]1[CH2:1][NH:7][S:14]([CH:8]1[CH2:13][CH2:12][CH2:11][CH2:10][CH2:9]1)(=[O:16])=[O:15]. The catalyst class is: 17. (2) Reactant: C(OC(=O)[NH:7][C@H:8]([CH2:20][NH:21][C:22](=[O:71])[CH2:23][NH:24][C:25]([C@H:27]1[NH:45][C:44](=[O:46])[C@H:43]([CH2:47][CH2:48][CH2:49][NH:50]C(OC(C)(C)C)=O)[NH:42][C:41](=[O:58])[C@@H:40]([NH:59]C(OC(C)(C)C)=O)[CH2:39][C:38]2[CH:67]=[C:34]([CH:35]=[CH:36][C:37]=2[OH:68])[C:33]2=[CH:69][C:29](=[C:30]([OH:70])[CH:31]=[CH:32]2)[CH2:28]1)=[O:26])[CH2:9][CH2:10][CH2:11][NH:12]C(OC(C)(C)C)=O)(C)(C)C.[ClH:73]. Product: [ClH:73].[ClH:73].[ClH:73].[ClH:73].[NH2:59][C@H:40]1[CH2:39][C:38]2[CH:67]=[C:34]([CH:35]=[CH:36][C:37]=2[OH:68])[C:33]2=[CH:69][C:29](=[C:30]([OH:70])[CH:31]=[CH:32]2)[CH2:28][C@@H:27]([C:25]([NH:24][CH2:23][C:22]([NH:21][CH2:20][C@@H:8]([NH2:7])[CH2:9][CH2:10][CH2:11][NH2:12])=[O:71])=[O:26])[NH:45][C:44](=[O:46])[C@H:43]([CH2:47][CH2:48][CH2:49][NH2:50])[NH:42][C:41]1=[O:58]. The catalyst class is: 12. (3) Reactant: [CH3:1][C:2]1[N:7]=[C:6]([N:8]2C(=O)C3C(=CC=CC=3)C2=O)[CH:5]=[C:4]([C:19]2[CH:20]=[N:21][C:22]([C:25]([F:28])([F:27])[F:26])=[N:23][CH:24]=2)[CH:3]=1.NN.O. Product: [CH3:1][C:2]1[N:7]=[C:6]([NH2:8])[CH:5]=[C:4]([C:19]2[CH:24]=[N:23][C:22]([C:25]([F:28])([F:26])[F:27])=[N:21][CH:20]=2)[CH:3]=1. The catalyst class is: 5. (4) The catalyst class is: 16. Reactant: [Cl:1][C:2]1[CH:3]=[C:4]([C:9]2[CH:18]=[CH:17][C:12]([C:13]([O:15][CH3:16])=[O:14])=[CH:11][C:10]=2[O:19][CH3:20])[CH:5]=[N:6][C:7]=1F.[Cl:21][C:22]1[CH:23]=[C:24]([OH:29])[CH:25]=[C:26]([Cl:28])[CH:27]=1.C([O-])([O-])=O.[Cs+].[Cs+]. Product: [Cl:1][C:2]1[CH:3]=[C:4]([C:9]2[CH:18]=[CH:17][C:12]([C:13]([O:15][CH3:16])=[O:14])=[CH:11][C:10]=2[O:19][CH3:20])[CH:5]=[N:6][C:7]=1[O:29][C:24]1[CH:23]=[C:22]([Cl:21])[CH:27]=[C:26]([Cl:28])[CH:25]=1. (5) Reactant: [Cl:1][C:2]1[CH:7]=[CH:6][C:5]([C:8]2[S:9][CH:10]=[CH:11][C:12]=2[CH2:13][C:14]([O:16]CC)=[O:15])=[CH:4][CH:3]=1.[OH-].[Na+]. Product: [Cl:1][C:2]1[CH:7]=[CH:6][C:5]([C:8]2[S:9][CH:10]=[CH:11][C:12]=2[CH2:13][C:14]([OH:16])=[O:15])=[CH:4][CH:3]=1. The catalyst class is: 8. (6) Reactant: [Br:1][C:2]1[CH:11]=[C:10]2[C:5]([C:6]([CH3:14])([CH3:13])[CH2:7][C:8](=[O:12])[NH:9]2)=[CH:4][CH:3]=1.[C:15]([O-])([O-])=O.[K+].[K+].IC.O. The catalyst class is: 3. Product: [Br:1][C:2]1[CH:11]=[C:10]2[C:5]([C:6]([CH3:14])([CH3:13])[CH2:7][C:8](=[O:12])[N:9]2[CH3:15])=[CH:4][CH:3]=1.